From a dataset of NCI-60 drug combinations with 297,098 pairs across 59 cell lines. Regression. Given two drug SMILES strings and cell line genomic features, predict the synergy score measuring deviation from expected non-interaction effect. Drug 1: CC1=C(C(=CC=C1)Cl)NC(=O)C2=CN=C(S2)NC3=CC(=NC(=N3)C)N4CCN(CC4)CCO. Drug 2: COC1=C2C(=CC3=C1OC=C3)C=CC(=O)O2. Cell line: A549. Synergy scores: CSS=7.70, Synergy_ZIP=-1.69, Synergy_Bliss=0.312, Synergy_Loewe=-8.15, Synergy_HSA=-1.66.